Task: Predict the reactants needed to synthesize the given product.. Dataset: Full USPTO retrosynthesis dataset with 1.9M reactions from patents (1976-2016) (1) Given the product [NH2:13][C:12]1[S:11][C:6]2[CH:5]=[C:4]([C:2](=[O:3])[CH3:1])[CH:9]=[CH:8][C:7]=2[N:10]=1, predict the reactants needed to synthesize it. The reactants are: [CH3:1][C:2]([C:4]1[CH:9]=[CH:8][C:7]([NH2:10])=[CH:6][CH:5]=1)=[O:3].[S-:11][C:12]#[N:13].[K+].BrBr.[NH4+].[OH-]. (2) Given the product [Br:8][C:5]1[CH:6]=[CH:7][C:2]2[CH2:11][CH2:10][O:9][C:3]=2[CH:4]=1, predict the reactants needed to synthesize it. The reactants are: Br[C:2]1[CH:7]=[CH:6][C:5]([Br:8])=[CH:4][C:3]=1[O:9][CH2:10][CH2:11]Br.[Li]CCCC. (3) Given the product [Cl:1][C:2]1[CH:7]=[CH:6][C:5]([S:8]([N:11]2[C:20]3[C:15](=[CH:16][CH:17]=[CH:18][CH:19]=3)[CH2:14][CH2:13][CH2:12]2)(=[O:9])=[O:10])=[CH:4][C:3]=1[NH:21][C:22](=[O:23])[C:24]1[C:33]([N+:34]([O-:36])=[O:35])=[CH:32][CH:31]=[CH:30][C:25]=1[CH2:26][OH:27], predict the reactants needed to synthesize it. The reactants are: [Cl:1][C:2]1[CH:7]=[CH:6][C:5]([S:8]([N:11]2[C:20]3[C:15](=[CH:16][CH:17]=[CH:18][CH:19]=3)[CH2:14][CH2:13][CH2:12]2)(=[O:10])=[O:9])=[CH:4][C:3]=1[NH:21][C:22]([C:24]1[C:33]([N+:34]([O-:36])=[O:35])=[CH:32][CH:31]=[CH:30][C:25]=1[C:26](OC)=[O:27])=[O:23].[H-].C([Al+]CC(C)C)C(C)C.CO.O. (4) Given the product [NH2:1][C:2]1[CH:3]=[CH:4][C:5]([CH:8]2[CH2:11][N:12]3[C:28](=[O:29])[NH:27][C:22]4[CH:23]=[CH:24][CH:25]=[CH:26][C:21]=4[C:19]3=[N:10][CH2:9]2)=[CH:6][CH:7]=1, predict the reactants needed to synthesize it. The reactants are: [NH2:1][C:2]1[CH:7]=[CH:6][C:5]([CH:8]([CH2:11][NH2:12])[CH2:9][NH2:10])=[CH:4][CH:3]=1.C([O-])([O-])=O.[K+].[K+].[CH:19]([C:21]1[CH:26]=[CH:25][CH:24]=[CH:23][C:22]=1[NH:27][C:28](=O)[O:29]C(C)(C)C)=O.II. (5) Given the product [CH2:21]([O:20][P:19]([CH:11]1[C:10](=[O:18])[N:9]2[C@H:13]([CH2:14][CH2:15][CH2:16][C@H:8]2[C:5]2[CH:6]=[CH:7][C:2]([F:1])=[CH:3][CH:4]=2)[CH2:12]1)(=[O:26])[O:23][CH2:24][CH3:25])[CH3:22], predict the reactants needed to synthesize it. The reactants are: [F:1][C:2]1[CH:7]=[CH:6][C:5]([C@@H:8]2[CH2:16][CH2:15][CH2:14][C@H:13]3[N:9]2[C:10](=[O:18])[CH:11](I)[CH2:12]3)=[CH:4][CH:3]=1.[P:19]([O:26]CC)([O:23][CH2:24][CH3:25])[O:20][CH2:21][CH3:22]. (6) Given the product [Br:1][C:2]1[CH:10]=[C:9]2[C:5]([CH:6]=[N:7][N:8]2[CH2:27][C:28](=[O:30])[CH3:29])=[CH:4][C:3]=1[O:11][C:12]1[CH:17]=[CH:16][C:15]([F:18])=[CH:14][C:13]=1[F:19], predict the reactants needed to synthesize it. The reactants are: [Br:1][C:2]1[CH:10]=[C:9]2[C:5]([CH:6]=[N:7][NH:8]2)=[CH:4][C:3]=1[O:11][C:12]1[CH:17]=[CH:16][C:15]([F:18])=[CH:14][C:13]=1[F:19].C(=O)([O-])[O-].[Cs+].[Cs+].Cl[CH2:27][C:28](=[O:30])[CH3:29]. (7) Given the product [OH:37][CH:34]1[CH2:33][CH2:32][N:31]([C@@H:29]([CH3:30])[CH2:28][N:25]2[CH2:24][CH2:23][CH:22]([NH:21][C:15]([C:9]3[NH:10][C:11]4[C:7]([CH:8]=3)=[C:6]([O:5][CH2:1][CH:2]([CH3:3])[CH3:4])[CH:14]=[CH:13][CH:12]=4)=[O:17])[CH2:27][CH2:26]2)[CH2:36][CH2:35]1, predict the reactants needed to synthesize it. The reactants are: [CH2:1]([O:5][C:6]1[CH:14]=[CH:13][CH:12]=[C:11]2[C:7]=1[CH:8]=[C:9]([C:15]([OH:17])=O)[NH:10]2)[CH:2]([CH3:4])[CH3:3].Cl.Cl.Cl.[NH2:21][CH:22]1[CH2:27][CH2:26][N:25]([CH2:28][C@@H:29]([N:31]2[CH2:36][CH2:35][CH:34]([OH:37])[CH2:33][CH2:32]2)[CH3:30])[CH2:24][CH2:23]1. (8) The reactants are: C(O[C:4](=[O:18])[C:5](=[N:10][NH:11][CH:12]1[CH2:17][CH2:16][CH2:15][CH2:14][CH2:13]1)[C:6]([CH3:9])([CH3:8])[CH3:7])C.CC(C)(C)[C:21](=O)[C:22]([OH:24])=[O:23].C1CCN2C(=[N:32]CCC2)CC1.BrCC.[C:42]([O-:45])(O)=O.[Na+].Cl.C1(NN)CCCCC1.Cl.[CH3:57][C:58]([O:61]C)(C)C. Given the product [CH:12]1([N:11]2[C:58](=[O:61])[C:57]([C:42]([NH:32][CH2:21][C:22]([OH:24])=[O:23])=[O:45])=[C:4]([OH:18])[C:5]([C:6]([CH3:7])([CH3:8])[CH3:9])=[N:10]2)[CH2:13][CH2:14][CH2:15][CH2:16][CH2:17]1, predict the reactants needed to synthesize it. (9) Given the product [NH2:1][C:2]([NH:4][C:5]1[C:6]([C:18]([NH2:20])=[O:19])=[N:7][N:8]([C:10]2[CH:15]=[CH:14][C:13]([C:26]3[CH:25]=[CH:24][CH:23]=[C:22]([OH:21])[CH:27]=3)=[C:12]([Cl:17])[CH:11]=2)[CH:9]=1)=[O:3], predict the reactants needed to synthesize it. The reactants are: [NH2:1][C:2]([NH:4][C:5]1[C:6]([C:18]([NH2:20])=[O:19])=[N:7][N:8]([C:10]2[CH:15]=[CH:14][C:13](I)=[C:12]([Cl:17])[CH:11]=2)[CH:9]=1)=[O:3].[OH:21][C:22]1[CH:23]=[C:24](B(O)O)[CH:25]=[CH:26][CH:27]=1.C([O-])([O-])=O.[Cs+].[Cs+]. (10) The reactants are: [C:1]([CH2:14][CH2:15][OH:16])([C:4]([C:7]([C:10]([F:13])([F:12])[F:11])([F:9])[F:8])([F:6])[F:5])([F:3])[F:2].O1C[CH2:20][CH2:19][CH2:18]1.[OH-].[Na+].BrCCC. Given the product [C:1]([CH2:14][CH2:15][O:16][CH2:18][CH2:19][CH3:20])([C:4]([C:7]([C:10]([F:11])([F:12])[F:13])([F:9])[F:8])([F:6])[F:5])([F:3])[F:2], predict the reactants needed to synthesize it.